From a dataset of Full USPTO retrosynthesis dataset with 1.9M reactions from patents (1976-2016). Predict the reactants needed to synthesize the given product. (1) The reactants are: C(OC(=O)[NH:7][C@H:8]([C@@H:28]1[CH2:32][CH:31]([CH:33]([CH3:35])[CH3:34])[C:30](=[O:36])[O:29]1)[CH2:9][C@H:10]([CH2:14][C:15]1[CH:20]=[CH:19][C:18]([CH3:21])=[C:17]([O:22][CH2:23][CH2:24][CH2:25][O:26][CH3:27])[CH:16]=1)[CH:11]([CH3:13])[CH3:12])(C)(C)C.[O:38]1[CH2:43][CH2:42][CH:41]([NH2:44])[CH2:40][CH2:39]1.CC(O)=O.CC#N.O. Given the product [O:38]1[CH2:43][CH2:42][CH:41]([NH:44][C:30](=[O:36])[C@H:31]([CH:33]([CH3:35])[CH3:34])[CH2:32][C@H:28]([OH:29])[C@@H:8]([NH2:7])[CH2:9][C@H:10]([CH2:14][C:15]2[CH:20]=[CH:19][C:18]([CH3:21])=[C:17]([O:22][CH2:23][CH2:24][CH2:25][O:26][CH3:27])[CH:16]=2)[CH:11]([CH3:13])[CH3:12])[CH2:40][CH2:39]1, predict the reactants needed to synthesize it. (2) Given the product [CH2:29]([O:36][C:37]1[CH:64]=[CH:63][C:62]([N:65]2[CH2:70][CH2:69][CH:68]([OH:71])[CH2:67][CH2:66]2)=[CH:61][C:38]=1[C:39]([NH:41][C:42]1[CH:54]=[C:53]([C:55]2[CH:56]=[CH:57][CH:58]=[CH:59][CH:60]=2)[CH:52]=[CH:51][C:43]=1[C:44]([O:46][C:47]([CH3:50])([CH3:49])[CH3:48])=[O:45])=[O:40])[C:30]1[CH:31]=[CH:32][CH:33]=[CH:34][CH:35]=1, predict the reactants needed to synthesize it. The reactants are: [F-].C([N+](CCCC)(CCCC)CCCC)CCC.O1CCCC1.O1CCCC1.[CH2:29]([O:36][C:37]1[CH:64]=[CH:63][C:62]([N:65]2[CH2:70][CH2:69][CH:68]([O:71][Si](C(C)(C)C)(C)C)[CH2:67][CH2:66]2)=[CH:61][C:38]=1[C:39]([NH:41][C:42]1[CH:54]=[C:53]([C:55]2[CH:60]=[CH:59][CH:58]=[CH:57][CH:56]=2)[CH:52]=[CH:51][C:43]=1[C:44]([O:46][C:47]([CH3:50])([CH3:49])[CH3:48])=[O:45])=[O:40])[C:30]1[CH:35]=[CH:34][CH:33]=[CH:32][CH:31]=1.O. (3) Given the product [F:24][C:2]([F:1])([F:23])[CH:3]([CH2:6][N:7]1[CH2:12][CH2:11][O:10][CH:9]([C:13]2[CH:18]=[CH:17][CH:16]=[C:15]([C:19]([F:20])([F:21])[F:22])[CH:14]=2)[CH2:8]1)[CH2:4][O:5][S:35]([CH3:34])(=[O:37])=[O:36], predict the reactants needed to synthesize it. The reactants are: [F:1][C:2]([F:24])([F:23])[CH:3]([CH2:6][N:7]1[CH2:12][CH2:11][O:10][CH:9]([C:13]2[CH:18]=[CH:17][CH:16]=[C:15]([C:19]([F:22])([F:21])[F:20])[CH:14]=2)[CH2:8]1)[CH2:4][OH:5].CCN(C(C)C)C(C)C.[CH3:34][S:35](Cl)(=[O:37])=[O:36]. (4) Given the product [Cl:1][C:2]1[CH:3]=[C:4]([CH2:27][C:28]([O:30][CH2:31][CH3:32])=[O:29])[CH:5]=[CH:6][C:7]=1[N:8]1[C:9](=[O:26])[C:10]2[C:11]([O:23][CH2:24][CH3:25])=[C:12]3[CH:22]=[CH:21][CH:20]=[CH:19][C:13]3=[C:14]([O:18][CH2:45][CH:46]([F:48])[F:47])[C:15]=2[C:16]1=[O:17], predict the reactants needed to synthesize it. The reactants are: [Cl:1][C:2]1[CH:3]=[C:4]([CH2:27][C:28]([O:30][CH2:31][CH3:32])=[O:29])[CH:5]=[CH:6][C:7]=1[N:8]1[C:16](=[O:17])[C:15]2[C:14]([OH:18])=[C:13]3[CH:19]=[CH:20][CH:21]=[CH:22][C:12]3=[C:11]([O:23][CH2:24][CH3:25])[C:10]=2[C:9]1=[O:26].C(=O)([O-])[O-].[Na+].[Na+].FC(F)(F)S(O[CH2:45][CH:46]([F:48])[F:47])(=O)=O.O. (5) Given the product [CH3:24][O:25][CH2:26][CH2:27][CH2:28][CH2:29][O:1][C:2]1[CH:3]=[C:4]([CH2:8][NH:9][C:10](=[O:18])[C:11]2[CH:16]=[CH:15][CH:14]=[N:13][C:12]=2[NH2:17])[CH:5]=[CH:6][CH:7]=1, predict the reactants needed to synthesize it. The reactants are: [OH:1][C:2]1[CH:3]=[C:4]([CH2:8][NH:9][C:10](=[O:18])[C:11]2[CH:16]=[CH:15][CH:14]=[N:13][C:12]=2[NH2:17])[CH:5]=[CH:6][CH:7]=1.CS(O)(=O)=O.[CH3:24][O:25][CH2:26][CH2:27][CH2:28][CH3:29].C(=O)([O-])[O-].[Cs+].[Cs+].CN(C=O)C. (6) Given the product [N:33]1[CH:38]=[C:37]([C:2]2[CH:10]=[CH:9][CH:8]=[C:7]3[C:3]=2[C:4]2([CH2:25][O:24][C:23]4[CH:26]=[C:27]5[C:31](=[CH:32][C:22]2=4)[CH2:30][CH2:29][O:28]5)[C:5](=[O:21])[N:6]3[CH2:11][C:12]2[O:13][C:14]([C:17]([F:18])([F:20])[F:19])=[CH:15][CH:16]=2)[CH:36]=[N:35][CH:34]=1, predict the reactants needed to synthesize it. The reactants are: Br[C:2]1[CH:10]=[CH:9][CH:8]=[C:7]2[C:3]=1[C:4]1([CH2:25][O:24][C:23]3[CH:26]=[C:27]4[C:31](=[CH:32][C:22]1=3)[CH2:30][CH2:29][O:28]4)[C:5](=[O:21])[N:6]2[CH2:11][C:12]1[O:13][C:14]([C:17]([F:20])([F:19])[F:18])=[CH:15][CH:16]=1.[N:33]1[CH:38]=[C:37](B(O)O)[CH:36]=[N:35][CH:34]=1.C(=O)([O-])[O-].[Na+].[Na+]. (7) Given the product [C:1]([NH:5][S:6]([C:9]1[S:10][C:11]([CH2:15][CH2:16][CH2:17][CH3:18])=[CH:12][CH:13]=1)(=[O:7])=[O:8])([CH3:4])([CH3:2])[CH3:3], predict the reactants needed to synthesize it. The reactants are: [C:1]([NH:5][S:6]([C:9]1[S:10][CH:11]=[CH:12][CH:13]=1)(=[O:8])=[O:7])([CH3:4])([CH3:3])[CH3:2].[Li][CH2:15][CH2:16][CH2:17][CH3:18].ICCCC. (8) Given the product [C:22]([O:26][C:27]([N:29]1[CH:35]2[CH2:36][CH2:37][CH:30]1[CH2:31][N:32]([C:39]1[CH:40]=[N:41][C:42]([NH:45][C:10]3[N:11]=[CH:12][C:7]4[CH:6]=[C:5]([C:3](=[O:4])[N:2]([CH3:21])[CH3:1])[N:14]([C:15]5[CH:20]=[CH:19][CH:18]=[CH:17][CH:16]=5)[C:8]=4[N:9]=3)=[CH:43][CH:44]=1)[C:33](=[O:38])[CH2:34]2)=[O:28])([CH3:25])([CH3:23])[CH3:24], predict the reactants needed to synthesize it. The reactants are: [CH3:1][N:2]([CH3:21])[C:3]([C:5]1[N:14]([C:15]2[CH:20]=[CH:19][CH:18]=[CH:17][CH:16]=2)[C:8]2[N:9]=[C:10](Cl)[N:11]=[CH:12][C:7]=2[CH:6]=1)=[O:4].[C:22]([O:26][C:27]([N:29]1[CH:35]2[CH2:36][CH2:37][CH:30]1[CH2:31][N:32]([C:39]1[CH:40]=[N:41][C:42]([NH2:45])=[CH:43][CH:44]=1)[C:33](=[O:38])[CH2:34]2)=[O:28])([CH3:25])([CH3:24])[CH3:23]. (9) Given the product [F:1][C:2]1[CH:3]=[N:4][C:5]2[C:10]([C:11]=1[CH2:12][CH2:13][C@@H:14]1[NH:15][CH2:16][C@@H:17]([NH:20][CH2:21][C:22]3[CH:23]=[CH:24][C:25]4[O:26][CH2:27][C:28](=[O:32])[NH:29][C:30]=4[N:31]=3)[CH2:18][CH2:19]1)=[N:9][C:8]([O:40][CH3:41])=[CH:7][CH:6]=2, predict the reactants needed to synthesize it. The reactants are: [F:1][C:2]1[CH:3]=[N:4][C:5]2[C:10]([C:11]=1[CH2:12][CH2:13][C@H:14]1[CH2:19][CH2:18][C@H:17]([NH:20][CH2:21][C:22]3[CH:23]=[CH:24][C:25]4[O:26][CH2:27][C:28](=[O:32])[NH:29][C:30]=4[N:31]=3)[CH2:16][N:15]1C(OC(C)(C)C)=O)=[N:9][C:8]([O:40][CH3:41])=[CH:7][CH:6]=2.FC(F)(F)C(O)=O. (10) Given the product [N:18]1[CH:23]=[C:22]([C:2]2[C:10]3[NH:9][C:8]4[CH:11]5[CH2:17][CH2:16][N:14]([CH2:15][C:7]=4[C:6]=3[CH:5]=[CH:4][CH:3]=2)[CH2:13][CH2:12]5)[CH:21]=[N:20][CH:19]=1, predict the reactants needed to synthesize it. The reactants are: Br[C:2]1[C:10]2[NH:9][C:8]3[CH:11]4[CH2:17][CH2:16][N:14]([CH2:15][C:7]=3[C:6]=2[CH:5]=[CH:4][CH:3]=1)[CH2:13][CH2:12]4.[N:18]1[CH:23]=[C:22](B(O)O)[CH:21]=[N:20][CH:19]=1.